This data is from Full USPTO retrosynthesis dataset with 1.9M reactions from patents (1976-2016). The task is: Predict the reactants needed to synthesize the given product. (1) The reactants are: Cl[C:2]1[CH:7]=[CH:6][CH:5]=[CH:4][C:3]=1[CH3:8].[CH3:9][NH:10][C:11]1[CH:16]=[CH:15][CH:14]=[CH:13][CH:12]=1.CC(C)([O-])C.[Na+]. Given the product [C:3]1([CH3:8])[CH:4]=[CH:5][CH:6]=[CH:7][C:2]=1[N:10]([CH3:9])[C:11]1[CH:16]=[CH:15][CH:14]=[CH:13][CH:12]=1, predict the reactants needed to synthesize it. (2) Given the product [F:1][C:2]1[C:3]([NH:12][CH2:13][C:14]2[CH:19]=[C:18]([C:20]3[CH:25]=[CH:24][CH:23]=[C:22]([F:26])[CH:21]=3)[CH:17]=[CH:16][C:15]=2[F:27])=[C:4]([C:7]([OH:10])=[CH:8][CH:9]=1)[C:5]#[N:6], predict the reactants needed to synthesize it. The reactants are: [F:1][C:2]1[C:3]([NH:12][CH2:13][C:14]2[CH:19]=[C:18]([C:20]3[CH:25]=[CH:24][CH:23]=[C:22]([F:26])[CH:21]=3)[CH:17]=[CH:16][C:15]=2[F:27])=[C:4]([C:7]([O:10]C)=[CH:8][CH:9]=1)[C:5]#[N:6].B(Br)(Br)Br.O.